Dataset: Catalyst prediction with 721,799 reactions and 888 catalyst types from USPTO. Task: Predict which catalyst facilitates the given reaction. (1) Reactant: [CH3:1][N:2]1[CH2:6][CH:5]([C:7]([OH:9])=[O:8])[CH2:4][C:3]1=[O:10].[CH2:11](O)[CH:12]([CH3:14])[CH3:13].C1(C)C=CC(S(O)(=O)=O)=CC=1.C(Cl)(Cl)Cl. Product: [CH3:1][N:2]1[CH2:6][CH:5]([C:7]([O:9][CH2:11][CH:12]([CH3:14])[CH3:13])=[O:8])[CH2:4][C:3]1=[O:10]. The catalyst class is: 6. (2) Product: [C:36]([O:40][C:41](=[O:48])[NH:42][CH2:43][CH:44]1[CH2:45][N:46]([CH2:13][C:12]#[C:11][C:6]2[CH:7]=[N:8][CH:9]=[CH:10][C:5]=2[O:4][C:3]2[CH:15]=[CH:16][C:17]([N+:19]([O-:21])=[O:20])=[CH:18][C:2]=2[F:1])[CH2:47]1)([CH3:39])([CH3:37])[CH3:38]. Reactant: [F:1][C:2]1[CH:18]=[C:17]([N+:19]([O-:21])=[O:20])[CH:16]=[CH:15][C:3]=1[O:4][C:5]1[CH:10]=[CH:9][N:8]=[CH:7][C:6]=1[C:11]#[C:12][CH2:13]O.CCN(C(C)C)C(C)C.CS(Cl)(=O)=O.[C:36]([O:40][C:41](=[O:48])[NH:42][CH2:43][CH:44]1[CH2:47][NH:46][CH2:45]1)([CH3:39])([CH3:38])[CH3:37]. The catalyst class is: 118. (3) Reactant: Br[C:2]1[CH:7]=[CH:6][C:5]([C:8]2([NH:11][C:12](=[O:22])[O:13][CH:14]3[CH:19]4[CH2:20][CH2:21][N:16]([CH2:17][CH2:18]4)[CH2:15]3)[CH2:10][CH2:9]2)=[CH:4][CH:3]=1.[CH3:23][O:24][C:25]1[CH:30]=[CH:29][C:28](B(O)O)=[CH:27][CH:26]=1. Product: [N:16]12[CH2:21][CH2:20][CH:19]([CH2:18][CH2:17]1)[CH:14]([O:13][C:12](=[O:22])[NH:11][C:8]1([C:5]3[CH:6]=[CH:7][C:2]([C:28]4[CH:29]=[CH:30][C:25]([O:24][CH3:23])=[CH:26][CH:27]=4)=[CH:3][CH:4]=3)[CH2:10][CH2:9]1)[CH2:15]2. The catalyst class is: 318.